This data is from Forward reaction prediction with 1.9M reactions from USPTO patents (1976-2016). The task is: Predict the product of the given reaction. (1) Given the reactants [Br:1][C:2]1[CH:3]=[N:4][CH:5]=[C:6]([CH2:8]O)[CH:7]=1.S(Cl)(Cl)=O.CCOCC.C(O)C.[NH3:22], predict the reaction product. The product is: [Br:1][C:2]1[CH:7]=[C:6]([CH2:8][NH2:22])[CH:5]=[N:4][CH:3]=1. (2) Given the reactants C(N(CC)CC)C.[C:16](O[C:16]([O:18][C:19]([CH3:22])([CH3:21])[CH3:20])=[O:17])([O:18][C:19]([CH3:22])([CH3:21])[CH3:20])=[O:17].[C:23]([O:27][C:28]([N:30]1[CH2:35][CH2:34][C@@H:33]([CH2:36][CH2:37][C:38]([NH:40][C:41]2[C:50]3[C:45](=[CH:46][CH:47]=[C:48]([O:51][CH3:52])[CH:49]=3)[N:44]=[CH:43][CH:42]=2)=[O:39])[C@@H:32]([CH:53]=[CH2:54])[CH2:31]1)=[O:29])([CH3:26])([CH3:25])[CH3:24], predict the reaction product. The product is: [C:23]([O:27][C:28]([N:30]1[CH2:35][CH2:34][C@@H:33]([CH2:36][CH2:37][C:38]([N:40]([C:16]([O:18][C:19]([CH3:20])([CH3:21])[CH3:22])=[O:17])[C:41]2[C:50]3[C:45](=[CH:46][CH:47]=[C:48]([O:51][CH3:52])[CH:49]=3)[N:44]=[CH:43][CH:42]=2)=[O:39])[C@@H:32]([CH:53]=[CH2:54])[CH2:31]1)=[O:29])([CH3:26])([CH3:25])[CH3:24]. (3) Given the reactants [CH3:1][O:2][CH2:3][C@@H:4]1[CH2:8][NH:7][C@H:6]([C:9]2[NH:10][C:11]([C:14]3[CH:27]=[C:26]4[O:28][CH2:29][C:23]5[C:24]6[C:25]4=[C:16]([CH2:17][O:18][C:19]=6[CH:20]=[C:21]([C:30]4[NH:34][C:33]([C@@H:35]6[CH2:39][C@H:38]([CH3:40])[CH2:37][N:36]6[C:41](=[O:54])[C@H:42]([NH:49][C:50](=[O:53])[O:51][CH3:52])[C:43]6[CH:48]=[CH:47][CH:46]=[CH:45][CH:44]=6)=[N:32][CH:31]=4)[CH:22]=5)[CH:15]=3)=[CH:12][N:13]=2)[CH2:5]1.[CH3:55][O:56][C:57]([NH:59][C@@H:60]([CH:64]([CH3:66])[CH3:65])[C:61](O)=[O:62])=[O:58].CN(C(ON1N=NC2C=CC=NC1=2)=[N+](C)C)C.F[P-](F)(F)(F)(F)F, predict the reaction product. The product is: [CH3:55][O:56][C:57]([NH:59][C@@H:60]([CH:64]([CH3:66])[CH3:65])[C:61]([N:7]1[CH2:8][C@@H:4]([CH2:3][O:2][CH3:1])[CH2:5][C@H:6]1[C:9]1[NH:10][C:11]([C:14]2[CH:15]=[C:16]3[CH2:17][O:18][C:19]4[C:24]5=[C:23]([CH:22]=[C:21]([C:30]6[NH:34][C:33]([C@@H:35]7[CH2:39][C@H:38]([CH3:40])[CH2:37][N:36]7[C:41](=[O:54])[C@H:42]([NH:49][C:50]([O:51][CH3:52])=[O:53])[C:43]7[CH:44]=[CH:45][CH:46]=[CH:47][CH:48]=7)=[N:32][CH:31]=6)[CH:20]=4)[CH2:29][O:28][C:26]([CH:27]=2)=[C:25]35)=[CH:12][N:13]=1)=[O:62])=[O:58].